Dataset: Reaction yield outcomes from USPTO patents with 853,638 reactions. Task: Predict the reaction yield, written as a fraction of the theoretical maximum amount of product (1.0 means a 100% yield; for example, 0.34 means a 34% yield). (1) The reactants are [NH2:1][C:2]1[C:6]2[CH:7]=[C:8]([Br:11])[CH:9]=[CH:10][C:5]=2[O:4][C:3]=1[C:12]([NH2:14])=[O:13].O=[CH:16][CH2:17][CH:18]1[CH2:23][CH2:22][N:21](C(OC(C)(C)C)=O)[CH2:20][CH2:19]1.OS([O-])=O.[Na+]. The catalyst is CS(C)=O. The product is [Br:11][C:8]1[CH:9]=[CH:10][C:5]2[O:4][C:3]3[C:12](=[O:13])[NH:14][C:16]([CH2:17][CH:18]4[CH2:23][CH2:22][NH:21][CH2:20][CH2:19]4)=[N:1][C:2]=3[C:6]=2[CH:7]=1. The yield is 0.100. (2) The reactants are [Br:1][C:2]1[C:3]([F:12])=[C:4]2[C:10]([NH2:11])=[CH:9][NH:8][C:5]2=[N:6][CH:7]=1.[CH3:13][C:14]1[N:15]=[CH:16][C:17]([C:20](O)=[O:21])=[N:18][CH:19]=1.C1N(P(Cl)(N2C(=O)OCC2)=O)C(=O)OC1.C(N(CC)CC)C. The catalyst is C(Cl)Cl. The product is [Br:1][C:2]1[C:3]([F:12])=[C:4]2[C:10]([NH:11][C:20]([C:17]3[CH:16]=[N:15][C:14]([CH3:13])=[CH:19][N:18]=3)=[O:21])=[CH:9][NH:8][C:5]2=[N:6][CH:7]=1. The yield is 0.610.